Task: Predict the product of the given reaction.. Dataset: Forward reaction prediction with 1.9M reactions from USPTO patents (1976-2016) Given the reactants S(OC)(O[CH3:5])(=O)=O.[F:8][C:9]1[CH:14]=[CH:13][C:12]([N:15]2[C:23](=[O:24])[C:22]3[C@@H:21]4[C:25]([CH3:27])([CH3:26])[C@@:18]([CH3:28])([CH2:19][CH2:20]4)[C:17]=3[NH:16]2)=[CH:11][CH:10]=1, predict the reaction product. The product is: [F:8][C:9]1[CH:14]=[CH:13][C:12]([N:15]2[C:23](=[O:24])[C:22]3[C@@H:21]4[C:25]([CH3:27])([CH3:26])[C@@:18]([CH3:28])([CH2:19][CH2:20]4)[C:17]=3[N:16]2[CH3:5])=[CH:11][CH:10]=1.